Dataset: Catalyst prediction with 721,799 reactions and 888 catalyst types from USPTO. Task: Predict which catalyst facilitates the given reaction. (1) Reactant: [NH2:1][CH2:2][CH2:3][NH:4][CH:5]1[CH2:10][CH2:9][N:8]([C:11]([O:13][C:14]([CH3:17])([CH3:16])[CH3:15])=[O:12])[CH2:7][CH2:6]1.C[Al](C)C.[C:22](OCC)(=O)[C:23]1[CH:28]=[CH:27][CH:26]=[CH:25][CH:24]=1.O. Product: [C:23]1([C:22]2[N:4]([CH:5]3[CH2:10][CH2:9][N:8]([C:11]([O:13][C:14]([CH3:17])([CH3:16])[CH3:15])=[O:12])[CH2:7][CH2:6]3)[CH2:3][CH2:2][N:1]=2)[CH:28]=[CH:27][CH:26]=[CH:25][CH:24]=1. The catalyst class is: 11. (2) Reactant: Br[C:2]1[CH:7]=[CH:6][C:5]([C:8]2[N:12]([CH2:13][C@@H:14]3[CH2:18][CH2:17][N:16]([C:19]([CH:21]4[CH2:23][CH2:22]4)=[O:20])[CH2:15]3)[CH:11]=[N:10][N:9]=2)=[CH:4][CH:3]=1.B1(B2OC(C)(C)C(C)(C)O2)OC(C)(C)C(C)(C)O1.CC([O-])=O.[K+].Br[C:48]1[CH:49]=[C:50]2[CH:56]=[CH:55][N:54]([CH3:57])[C:51]2=[N:52][CH:53]=1.C([O-])([O-])=O.[K+].[K+]. Product: [CH:21]1([C:19]([N:16]2[CH2:17][CH2:18][C@@H:14]([CH2:13][N:12]3[CH:11]=[N:10][N:9]=[C:8]3[C:5]3[CH:6]=[CH:7][C:2]([C:48]4[CH:49]=[C:50]5[CH:56]=[CH:55][N:54]([CH3:57])[C:51]5=[N:52][CH:53]=4)=[CH:3][CH:4]=3)[CH2:15]2)=[O:20])[CH2:23][CH2:22]1. The catalyst class is: 75.